From a dataset of Reaction yield outcomes from USPTO patents with 853,638 reactions. Predict the reaction yield, written as a fraction of the theoretical maximum amount of product (1.0 means a 100% yield; for example, 0.34 means a 34% yield). (1) The reactants are [Br:1][C:2]1[CH:11]=[CH:10][C:5]([C:6]([O:8][CH3:9])=[O:7])=[CH:4][C:3]=1[CH2:12]OC.FC1C(C)=C(C2C=CC(C(O)=O)=CC=2COC)C=CC=1.[C:35]([O-:38])(=[O:37])[CH3:36].[Na+]. The catalyst is CC(O)=O. The product is [C:35]([O:38][CH2:12][C:3]1[CH:4]=[C:5]([CH:10]=[CH:11][C:2]=1[Br:1])[C:6]([O:8][CH3:9])=[O:7])(=[O:37])[CH3:36]. The yield is 0.790. (2) The reactants are [CH3:1][S:2]([C:5]1[CH:10]=[CH:9][C:8]([N:11]2[C:15]3=[N:16][CH:17]=[N:18][C:19]([NH:20][CH:21]4[CH2:26][CH2:25][NH:24][CH2:23][CH2:22]4)=[C:14]3[CH:13]=[N:12]2)=[CH:7][CH:6]=1)(=[O:4])=[O:3].BrC1C=[C:32]([C:34]([F:37])([F:36])[F:35])[CH:31]=[CH:30]N=1.C(=O)([O-])[O-].[K+].[K+].[CH3:44][N:45]([CH:47]=O)C. No catalyst specified. The product is [CH3:1][S:2]([C:5]1[CH:10]=[CH:9][C:8]([N:11]2[C:15]3=[N:16][CH:17]=[N:18][C:19]([NH:20][CH:21]4[CH2:26][CH2:25][N:24]([C:44]5[CH:30]=[CH:31][C:32]([C:34]([F:37])([F:36])[F:35])=[CH:47][N:45]=5)[CH2:23][CH2:22]4)=[C:14]3[CH:13]=[N:12]2)=[CH:7][CH:6]=1)(=[O:3])=[O:4]. The yield is 0.320. (3) The reactants are [OH:1][C:2]([C:5]1[O:6][CH:7]=[C:8]([C:10]([OH:12])=O)[N:9]=1)([CH3:4])[CH3:3].[NH2:13][C@@H:14]([CH3:31])[CH2:15][N:16]1[CH:20]=[CH:19][C:18]([C:21]2[CH:28]=[C:27]([F:29])[C:24]([C:25]#[N:26])=[C:23]([Cl:30])[CH:22]=2)=[N:17]1. No catalyst specified. The product is [Cl:30][C:23]1[CH:22]=[C:21]([C:18]2[CH:19]=[CH:20][N:16]([CH2:15][C@@H:14]([NH:13][C:10]([C:8]3[N:9]=[C:5]([C:2]([OH:1])([CH3:3])[CH3:4])[O:6][CH:7]=3)=[O:12])[CH3:31])[N:17]=2)[CH:28]=[C:27]([F:29])[C:24]=1[C:25]#[N:26]. The yield is 0.790. (4) The reactants are [Si]([O:8][CH2:9][C:10]1[CH:15]=[CH:14][C:13]([NH:16][C:17]2[N:26]=[CH:25][C:24]3[CH2:23][CH2:22][C:21]4[C:27]([C:31]([NH:33][C:34]5[C:39]([CH2:40][CH3:41])=[CH:38][CH:37]=[CH:36][C:35]=5[CH2:42][CH3:43])=[O:32])=[N:28][N:29]([CH3:30])[C:20]=4[C:19]=3[N:18]=2)=[C:12]([O:44][CH3:45])[CH:11]=1)(C(C)(C)C)(C)C. The catalyst is C1COCC1.CCCC[N+](CCCC)(CCCC)CCCC.[F-]. The product is [CH2:40]([C:39]1[CH:38]=[CH:37][CH:36]=[C:35]([CH2:42][CH3:43])[C:34]=1[NH:33][C:31]([C:27]1[C:21]2[CH2:22][CH2:23][C:24]3[CH:25]=[N:26][C:17]([NH:16][C:13]4[CH:14]=[CH:15][C:10]([CH2:9][OH:8])=[CH:11][C:12]=4[O:44][CH3:45])=[N:18][C:19]=3[C:20]=2[N:29]([CH3:30])[N:28]=1)=[O:32])[CH3:41]. The yield is 0.850. (5) The reactants are [F:1][C:2]1[CH:13]=[CH:12][C:5]([CH2:6][N:7]([CH3:11])[C:8](=[O:10])[CH3:9])=[CH:4][CH:3]=1.[Li+].C[Si]([N-][Si](C)(C)C)(C)C.[C:24](OC)(=[O:29])[C:25]([O:27][CH3:28])=[O:26].Cl. The catalyst is C1COCC1. The product is [CH3:28][O:27][C:25](=[O:26])[C:24]([OH:29])=[CH:9][C:8](=[O:10])[N:7]([CH2:6][C:5]1[CH:4]=[CH:3][C:2]([F:1])=[CH:13][CH:12]=1)[CH3:11]. The yield is 0.800. (6) The reactants are [CH2:1]([O:8][CH2:9][CH:10]=[O:11])[C:2]1[CH:7]=[CH:6][CH:5]=[CH:4][CH:3]=1.C1COCC1.[C:17]1([Mg]Br)[CH:22]=[CH:21][CH:20]=[CH:19][CH:18]=1. The catalyst is O. The product is [CH2:1]([O:8][CH2:9][CH:10]([C:17]1[CH:22]=[CH:21][CH:20]=[CH:19][CH:18]=1)[OH:11])[C:2]1[CH:7]=[CH:6][CH:5]=[CH:4][CH:3]=1. The yield is 0.830. (7) The reactants are Br[CH2:2][C:3]([CH:5]1[CH2:10][CH2:9][CH2:8][CH2:7][CH2:6]1)=[O:4].C1N2CN3CN(C2)C[N:12]1C3.C(Cl)(Cl)[Cl:22]. No catalyst specified. The product is [ClH:22].[NH2:12][CH2:2][C:3]([CH:5]1[CH2:10][CH2:9][CH2:8][CH2:7][CH2:6]1)=[O:4]. The yield is 0.800. (8) The reactants are [C:1]1([C:7]2[CH:8]=[CH:9][C:10]([NH2:13])=[N:11][CH:12]=2)[CH:6]=[CH:5][CH:4]=[CH:3][CH:2]=1.[Br:14]N1C(=O)CCC1=O.CCOC(C)=O. The catalyst is CN(C=O)C. The product is [Br:14][C:9]1[C:10]([NH2:13])=[N:11][CH:12]=[C:7]([C:1]2[CH:2]=[CH:3][CH:4]=[CH:5][CH:6]=2)[CH:8]=1. The yield is 0.600. (9) The reactants are [Cl:1][C:2]1[C:3]([N:10]2[CH:14]=[CH:13][CH:12]=[N:11]2)=[C:4](F)[C:5]([NH2:8])=[N:6][CH:7]=1.[C@H:15]([NH2:19])([CH2:17][CH3:18])[CH3:16].CN1C(=O)CCC1.C(N)(CC)C. The catalyst is O.CC(OC)(C)C. The product is [C@H:15]([NH:19][C:4]1[C:5]([NH2:8])=[N:6][CH:7]=[C:2]([Cl:1])[C:3]=1[N:10]1[CH:14]=[CH:13][CH:12]=[N:11]1)([CH2:17][CH3:18])[CH3:16]. The yield is 0.620.